This data is from Forward reaction prediction with 1.9M reactions from USPTO patents (1976-2016). The task is: Predict the product of the given reaction. (1) Given the reactants Cl[C:2]1[CH:7]=[C:6]([O:8][C:9]2[CH:14]=[CH:13][C:12]([NH2:15])=[C:11]([F:16])[CH:10]=2)[CH:5]=[CH:4][N:3]=1.[CH3:17][N:18]1[CH:22]=[CH:21][C:20](B2OC(C)(C)C(C)(C)O2)=[N:19]1.C([O-])([O-])=O.[Na+].[Na+], predict the reaction product. The product is: [F:16][C:11]1[CH:10]=[C:9]([O:8][C:6]2[CH:5]=[CH:4][N:3]=[C:2]([C:21]3[CH:20]=[N:19][N:18]([CH3:17])[CH:22]=3)[CH:7]=2)[CH:14]=[CH:13][C:12]=1[NH2:15]. (2) The product is: [C:9]([O:13][C:14](=[O:21])[C@H:15]([CH2:17][CH:18]([CH3:19])[CH3:20])[NH:16][CH:22]=[O:23])([CH3:12])([CH3:11])[CH3:10]. Given the reactants C(N(CC)CC)C.Cl.[C:9]([O:13][C:14](=[O:21])[C@H:15]([CH2:17][CH:18]([CH3:20])[CH3:19])[NH2:16])([CH3:12])([CH3:11])[CH3:10].[CH:22](OCC#N)=[O:23], predict the reaction product. (3) Given the reactants [CH2:1]([N:3]([CH:19]1[CH2:24][CH2:23][N:22]([CH:25]([CH3:27])[CH3:26])[CH2:21][CH2:20]1)[C:4]1[C:5]([CH3:18])=[C:6]([CH:11]=[C:12]([C:14]([F:17])([F:16])[F:15])[CH:13]=1)[C:7]([O:9]C)=[O:8])[CH3:2].[OH-].[Na+].Cl, predict the reaction product. The product is: [CH2:1]([N:3]([CH:19]1[CH2:24][CH2:23][N:22]([CH:25]([CH3:26])[CH3:27])[CH2:21][CH2:20]1)[C:4]1[C:5]([CH3:18])=[C:6]([CH:11]=[C:12]([C:14]([F:15])([F:17])[F:16])[CH:13]=1)[C:7]([OH:9])=[O:8])[CH3:2]. (4) Given the reactants [OH:1][CH:2]1[CH2:7][CH2:6][N:5]([C:8]([O:10][C:11]([CH3:14])([CH3:13])[CH3:12])=[O:9])[CH2:4][CH2:3]1.CC(C)([O-])C.[K+].F[C:22]1[CH:27]=[CH:26][C:25]([N+:28]([O-:30])=[O:29])=[CH:24][C:23]=1[F:31].O, predict the reaction product. The product is: [F:31][C:23]1[CH:24]=[C:25]([N+:28]([O-:30])=[O:29])[CH:26]=[CH:27][C:22]=1[O:1][CH:2]1[CH2:3][CH2:4][N:5]([C:8]([O:10][C:11]([CH3:14])([CH3:13])[CH3:12])=[O:9])[CH2:6][CH2:7]1.